Dataset: Full USPTO retrosynthesis dataset with 1.9M reactions from patents (1976-2016). Task: Predict the reactants needed to synthesize the given product. (1) Given the product [Br:10][C:6]1[C:5]([F:8])=[CH:4][C:3]([OH:9])=[C:2]([F:1])[CH:7]=1, predict the reactants needed to synthesize it. The reactants are: [F:1][C:2]1[CH:7]=[CH:6][C:5]([F:8])=[CH:4][C:3]=1[OH:9].[Br:10]Br.S([O-])([O-])(=O)=S.[Na+].[Na+]. (2) Given the product [C:1]([O:5][C:6]([N:8]1[CH2:14][CH2:13][C:12]2[C:15]([O:27][S:37]([C:36]([F:49])([F:48])[F:35])(=[O:39])=[O:38])=[N:16][C:17]([N:19]3[CH2:24][CH2:23][S:22](=[O:25])(=[O:26])[CH2:21][CH2:20]3)=[N:18][C:11]=2[CH2:10][CH2:9]1)=[O:7])([CH3:4])([CH3:2])[CH3:3], predict the reactants needed to synthesize it. The reactants are: [C:1]([O:5][C:6]([N:8]1[CH2:14][CH2:13][C:12]2[C:15]([OH:27])=[N:16][C:17]([N:19]3[CH2:24][CH2:23][S:22](=[O:26])(=[O:25])[CH2:21][CH2:20]3)=[N:18][C:11]=2[CH2:10][CH2:9]1)=[O:7])([CH3:4])([CH3:3])[CH3:2].CCN(CC)CC.[F:35][C:36]([F:49])([F:48])[S:37](O[S:37]([C:36]([F:49])([F:48])[F:35])(=[O:39])=[O:38])(=[O:39])=[O:38]. (3) Given the product [CH:35]1([O:39][C:40]2[CH:45]=[CH:44][C:43]([CH2:46][O:47][CH3:48])=[CH:42][C:41]=2[CH2:49][NH:50][C:30]([NH:7][C:6]2[N:5]([C:8]3[CH:9]=[CH:10][CH:11]=[CH:12][CH:13]=3)[N:4]=[C:3]([C:14]3[CH:15]=[N:16][C:17]([CH3:20])=[CH:18][CH:19]=3)[C:2]=2[CH3:1])=[O:31])[CH2:36][CH2:37][CH2:38]1, predict the reactants needed to synthesize it. The reactants are: [CH3:1][C:2]1[C:3]([C:14]2[CH:15]=[N:16][C:17]([CH3:20])=[CH:18][CH:19]=2)=[N:4][N:5]([C:8]2[CH:13]=[CH:12][CH:11]=[CH:10][CH:9]=2)[C:6]=1[NH2:7].C1(C2C=CC([CH2:30][O:31]C)=CC=2CN)CC1.[CH:35]1([O:39][C:40]2[CH:45]=[CH:44][C:43]([CH2:46][O:47][CH3:48])=[CH:42][C:41]=2[CH2:49][NH2:50])[CH2:38][CH2:37][CH2:36]1. (4) Given the product [CH3:1][O:2][C:3]1[CH:4]=[CH:5][C:6]([S:9]([N:12]([CH2:38][C:34]2[CH:35]=[N:30][CH:31]=[CH:32][CH:33]=2)[C@@H:13]([CH2:21][CH:22]=[CH2:23])[C:14]([O:16][C:17]([CH3:18])([CH3:19])[CH3:20])=[O:15])(=[O:11])=[O:10])=[CH:7][CH:8]=1, predict the reactants needed to synthesize it. The reactants are: [CH3:1][O:2][C:3]1[CH:8]=[CH:7][C:6]([S:9]([NH:12][C@@H:13]([CH2:21][CH:22]=[CH2:23])[C:14]([O:16][C:17]([CH3:20])([CH3:19])[CH3:18])=[O:15])(=[O:11])=[O:10])=[CH:5][CH:4]=1.C(=O)([O-])[O-].[K+].[K+].[N:30]1[CH:35]=[CH:34][CH:33]=[CH:32][C:31]=1CCl.[CH:38](Cl)(Cl)Cl. (5) The reactants are: [C:1]1([C:7]2(O)[CH2:12][CH2:11][CH2:10][CH2:9][CH2:8]2)[CH:6]=[CH:5][CH:4]=[CH:3][CH:2]=1.C1(C)C=CC(S(O)(=O)=O)=CC=1. Given the product [C:7]1([C:1]2[CH:2]=[CH:3][CH:4]=[CH:5][CH:6]=2)[CH2:12][CH2:11][CH2:10][CH2:9][CH:8]=1, predict the reactants needed to synthesize it.